Predict the product of the given reaction. From a dataset of Forward reaction prediction with 1.9M reactions from USPTO patents (1976-2016). Given the reactants [Cl:1][C:2]1[CH:7]=[C:6]([I:8])[CH:5]=[CH:4][C:3]=1[NH:9][C:10]1[CH:18]=[N:17][CH:16]=[CH:15][C:11]=1[C:12]([OH:14])=O.[CH2:19]([O:22][NH2:23])[CH:20]=[CH2:21], predict the reaction product. The product is: [CH2:19]([O:22][NH:23][C:12](=[O:14])[C:11]1[CH:15]=[CH:16][N:17]=[CH:18][C:10]=1[NH:9][C:3]1[CH:4]=[CH:5][C:6]([I:8])=[CH:7][C:2]=1[Cl:1])[CH:20]=[CH2:21].